This data is from NCI-60 drug combinations with 297,098 pairs across 59 cell lines. The task is: Regression. Given two drug SMILES strings and cell line genomic features, predict the synergy score measuring deviation from expected non-interaction effect. Drug 1: CC1=C2C(C(=O)C3(C(CC4C(C3C(C(C2(C)C)(CC1OC(=O)C(C(C5=CC=CC=C5)NC(=O)OC(C)(C)C)O)O)OC(=O)C6=CC=CC=C6)(CO4)OC(=O)C)OC)C)OC. Drug 2: CC1OCC2C(O1)C(C(C(O2)OC3C4COC(=O)C4C(C5=CC6=C(C=C35)OCO6)C7=CC(=C(C(=C7)OC)O)OC)O)O. Cell line: LOX IMVI. Synergy scores: CSS=43.4, Synergy_ZIP=-2.66, Synergy_Bliss=-3.67, Synergy_Loewe=2.64, Synergy_HSA=5.68.